This data is from Reaction yield outcomes from USPTO patents with 853,638 reactions. The task is: Predict the reaction yield, written as a fraction of the theoretical maximum amount of product (1.0 means a 100% yield; for example, 0.34 means a 34% yield). (1) The reactants are [Br:1][C:2]1[CH:7]=[CH:6][CH:5]=[CH:4][C:3]=1[S:8]([C:11]([CH3:15])([CH3:14])[CH2:12][NH2:13])(=[O:10])=[O:9].[C:16](O[C:16]([O:18][C:19]([CH3:22])([CH3:21])[CH3:20])=[O:17])([O:18][C:19]([CH3:22])([CH3:21])[CH3:20])=[O:17]. The catalyst is CO. The product is [Br:1][C:2]1[CH:7]=[CH:6][CH:5]=[CH:4][C:3]=1[S:8]([C:11]([CH3:15])([CH3:14])[CH2:12][NH:13][C:16](=[O:17])[O:18][C:19]([CH3:22])([CH3:21])[CH3:20])(=[O:10])=[O:9]. The yield is 0.650. (2) The reactants are C([O-])([O-])=O.[K+].[K+].I[CH2:8][CH3:9].[Cl:10][C:11]1[CH:16]=[CH:15][C:14]([OH:17])=[CH:13][C:12]=1[I:18]. The product is [Cl:10][C:11]1[CH:16]=[CH:15][C:14]([O:17][CH2:8][CH3:9])=[CH:13][C:12]=1[I:18]. The catalyst is CN(C=O)C.CCOCC.O. The yield is 0.870.